From a dataset of Forward reaction prediction with 1.9M reactions from USPTO patents (1976-2016). Predict the product of the given reaction. (1) Given the reactants [H-].[Na+].[Cl:3][C:4]1[CH:5]=[C:6]([C@H:10]2OS(=O)(=O)[N:12]([CH:17]([CH3:19])[CH3:18])[C@@H:11]2[C:20]2[CH:25]=[CH:24][C:23]([Cl:26])=[CH:22][CH:21]=2)[CH:7]=[CH:8][CH:9]=1.[O:27]=[C:28]1[NH:32][C@@H:31]([C:33]([O:35][CH2:36][CH3:37])=[O:34])[CH2:30][CH2:29]1, predict the reaction product. The product is: [Cl:3][C:4]1[CH:5]=[C:6]([C@H:10]([N:32]2[C:28](=[O:27])[CH2:29][CH2:30][C@@H:31]2[C:33]([O:35][CH2:36][CH3:37])=[O:34])[C@@H:11]([C:20]2[CH:25]=[CH:24][C:23]([Cl:26])=[CH:22][CH:21]=2)[NH:12][CH:17]([CH3:19])[CH3:18])[CH:7]=[CH:8][CH:9]=1. (2) Given the reactants [N+:1]([C:4]1[C:5]([C:9]2[CH:10]=[N:11][CH:12]=[CH:13][CH:14]=2)=[N:6][NH:7][CH:8]=1)([O-])=O, predict the reaction product. The product is: [N:11]1[CH:12]=[CH:13][CH:14]=[C:9]([C:5]2[C:4]([NH2:1])=[CH:8][NH:7][N:6]=2)[CH:10]=1. (3) Given the reactants Cl[C:2]1[N:7]=[C:6]([N:8]2[CH2:13][CH2:12][O:11][CH2:10][CH2:9]2)[CH:5]=[C:4]([C:14]2[CH:19]=[CH:18][CH:17]=[CH:16][CH:15]=2)[N:3]=1.[F:20][C:21]([F:31])([F:30])[O:22][C:23]1[CH:28]=[CH:27][C:26]([NH2:29])=[CH:25][CH:24]=1, predict the reaction product. The product is: [N:8]1([C:6]2[CH:5]=[C:4]([C:14]3[CH:19]=[CH:18][CH:17]=[CH:16][CH:15]=3)[N:3]=[C:2]([NH:29][C:26]3[CH:27]=[CH:28][C:23]([O:22][C:21]([F:20])([F:30])[F:31])=[CH:24][CH:25]=3)[N:7]=2)[CH2:13][CH2:12][O:11][CH2:10][CH2:9]1.